From a dataset of CYP1A2 inhibition data for predicting drug metabolism from PubChem BioAssay. Regression/Classification. Given a drug SMILES string, predict its absorption, distribution, metabolism, or excretion properties. Task type varies by dataset: regression for continuous measurements (e.g., permeability, clearance, half-life) or binary classification for categorical outcomes (e.g., BBB penetration, CYP inhibition). Dataset: cyp1a2_veith. (1) The compound is C=CC(=O)N1C(=O)c2ccccc2S1(=O)=O. The result is 0 (non-inhibitor). (2) The molecule is COC(=O)C1(S(=O)(=O)c2ccc(C)cc2)CCOCC1. The result is 0 (non-inhibitor). (3) The drug is Cc1noc(C)c1-c1nccc(N2CCOCC2)n1. The result is 1 (inhibitor). (4) The molecule is COc1ccc(C(=O)N2CCC3(CCCN(Cc4ccc(C#N)cc4)C3)CC2)cc1. The result is 0 (non-inhibitor). (5) The drug is COc1ccc(C(=O)c2ccc(N(C)C)cc2)c(OC)c1. The result is 1 (inhibitor). (6) The molecule is CN1CC(c2ccccc2Cl)C2(COc3ccccc3C2=O)C12C(=O)Nc1ccccc12. The result is 0 (non-inhibitor). (7) The drug is CC(O)CN(CCC(N)=O)CCC(N)=O.O=C(O)C(=O)O. The result is 0 (non-inhibitor). (8) The compound is Cc1ccc(C)c(C(=N)c2ccccc2Cc2ccccc2)c1. The result is 0 (non-inhibitor). (9) The compound is O=C(Nc1ccccc1)c1cc([N+](=O)[O-])ccc1Cl. The result is 1 (inhibitor).